From a dataset of Forward reaction prediction with 1.9M reactions from USPTO patents (1976-2016). Predict the product of the given reaction. (1) Given the reactants [F:1][C:2]([F:11])([F:10])[C:3]1[CH:4]=[C:5]([OH:9])[CH:6]=[CH:7][CH:8]=1.[CH2:12]([O:14][C:15](=[O:19])[C:16]#[C:17][CH3:18])[CH3:13].N12CCCN=C1CCCCC2, predict the reaction product. The product is: [CH2:12]([O:14][C:15](=[O:19])[CH:16]=[C:17]([O:9][C:5]1[CH:6]=[CH:7][CH:8]=[C:3]([C:2]([F:10])([F:11])[F:1])[CH:4]=1)[CH3:18])[CH3:13]. (2) Given the reactants [OH-].[Na+].[F:3][C:4]([F:20])([F:19])[C@:5]([C:12]1[CH:17]=[CH:16][C:15]([F:18])=[CH:14][CH:13]=1)([OH:11])[C:6]([O:8]CC)=[O:7].Cl, predict the reaction product. The product is: [F:20][C:4]([F:3])([F:19])[C@:5]([C:12]1[CH:17]=[CH:16][C:15]([F:18])=[CH:14][CH:13]=1)([OH:11])[C:6]([OH:8])=[O:7]. (3) Given the reactants Br[C:2]1[CH:3]=[C:4]([CH:7]=[CH:8][CH:9]=1)[CH:5]=[O:6].C1(C)C=CC=CC=1.C([Sn](CCCC)(CCCC)[C:22]1[CH:27]=[CH:26][CH:25]=[CH:24][N:23]=1)CCC.[F-].[K+], predict the reaction product. The product is: [N:23]1[CH:24]=[CH:25][CH:26]=[CH:27][C:22]=1[C:2]1[CH:3]=[C:4]([CH:7]=[CH:8][CH:9]=1)[CH:5]=[O:6]. (4) Given the reactants [CH2:1]([O:8][C:9]1[CH:14]=[CH:13][C:12]([OH:15])=[CH:11][C:10]=1[Br:16])[C:2]1[CH:7]=[CH:6][CH:5]=[CH:4][CH:3]=1.[Mg+2].[Cl-].[Cl-].[CH2:20]=[O:21].[Cl-].[NH4+], predict the reaction product. The product is: [CH2:1]([O:8][C:9]1[C:10]([Br:16])=[CH:11][C:12]([OH:15])=[C:13]([CH:14]=1)[CH:20]=[O:21])[C:2]1[CH:3]=[CH:4][CH:5]=[CH:6][CH:7]=1. (5) Given the reactants [F:1][C:2]([F:36])([F:35])[C:3]1[CH:34]=[CH:33][C:6]([CH2:7][N:8]2[C:31](=[O:32])[N:11]3[N:12]=[C:13](Cl)[C:14]([C:23]4[CH:28]=[CH:27][C:26]([Cl:29])=[CH:25][CH:24]=4)=[C:15]([C:16]4[CH:21]=[CH:20][C:19]([Cl:22])=[CH:18][CH:17]=4)[C:10]3=[N:9]2)=[CH:5][CH:4]=1.[CH3:37][NH2:38], predict the reaction product. The product is: [F:1][C:2]([F:36])([F:35])[C:3]1[CH:4]=[CH:5][C:6]([CH2:7][N:8]2[C:31](=[O:32])[N:11]3[N:12]=[C:13]([NH:38][CH3:37])[C:14]([C:23]4[CH:24]=[CH:25][C:26]([Cl:29])=[CH:27][CH:28]=4)=[C:15]([C:16]4[CH:21]=[CH:20][C:19]([Cl:22])=[CH:18][CH:17]=4)[C:10]3=[N:9]2)=[CH:33][CH:34]=1.